This data is from Catalyst prediction with 721,799 reactions and 888 catalyst types from USPTO. The task is: Predict which catalyst facilitates the given reaction. (1) Reactant: [Cl:1][C:2]1[C:11]2[N:10]=[C:9]([O:12][CH3:13])[C:8](=[O:14])[NH:7][C:6]=2[N:5]=[CH:4][N:3]=1.[C:15](=O)([O-])[O-].[K+].[K+].IC. Product: [Cl:1][C:2]1[C:11]2[N:10]=[C:9]([O:12][CH3:13])[C:8](=[O:14])[N:7]([CH3:15])[C:6]=2[N:5]=[CH:4][N:3]=1. The catalyst class is: 9. (2) Reactant: [C:1]([O:5][C:6](=[O:26])[C:7]1[CH:12]=[CH:11][CH:10]=[CH:9][C:8]=1[CH2:13][S:14][C:15]1[NH:16][C:17]2[CH:23]=[C:22]([CH3:24])[C:21]([CH3:25])=[CH:20][C:18]=2[N:19]=1)([CH3:4])([CH3:3])[CH3:2].C(N(CC)CC)C.[C:34](Cl)(=[O:41])[C:35]1[CH:40]=[CH:39][CH:38]=[CH:37][CH:36]=1.O. Product: [C:1]([O:5][C:6](=[O:26])[C:7]1[CH:12]=[CH:11][CH:10]=[CH:9][C:8]=1[CH2:13][S:14][C:15]1[N:16]([C:34]([C:35]2[CH:40]=[CH:39][CH:38]=[CH:37][CH:36]=2)=[O:41])[C:17]2[CH:23]=[C:22]([CH3:24])[C:21]([CH3:25])=[CH:20][C:18]=2[N:19]=1)([CH3:4])([CH3:3])[CH3:2]. The catalyst class is: 22. (3) Reactant: [CH2:1]([O:8][C:9]([N:11]([CH2:20][C:21]([O:23]CC)=O)[CH2:12][CH2:13][C:14]([NH:16][CH:17]1[CH2:19][CH2:18]1)=[O:15])=[O:10])[C:2]1[CH:7]=[CH:6][CH:5]=[CH:4][CH:3]=1.CC(C)([O-])C.[K+]. Product: [CH:17]1([NH:16][C:14]([CH:13]2[C:21](=[O:23])[CH2:20][N:11]([C:9]([O:8][CH2:1][C:2]3[CH:7]=[CH:6][CH:5]=[CH:4][CH:3]=3)=[O:10])[CH2:12]2)=[O:15])[CH2:19][CH2:18]1. The catalyst class is: 11. (4) Reactant: Cl[C:2]1[CH:7]=[CH:6][C:5]([N+:8]([O-:10])=[O:9])=[CH:4][N:3]=1.[CH2:11]1[C:20]2[C:15](=[CH:16][CH:17]=[CH:18][CH:19]=2)[CH2:14][CH2:13][NH:12]1. Product: [N+:8]([C:5]1[C:4]([N:12]2[CH2:13][CH2:14][C:15]3[C:20](=[CH:19][CH:18]=[CH:17][CH:16]=3)[CH2:11]2)=[N:3][CH:2]=[CH:7][CH:6]=1)([O-:10])=[O:9]. The catalyst class is: 32. (5) Reactant: [CH3:1][O:2][C:3]1[CH:10]=[C:9]([O:11][CH3:12])[CH:8]=[CH:7][C:4]=1[CH:5]=[O:6].[I:13]Cl.Cl. Product: [I:13][C:8]1[C:9]([O:11][CH3:12])=[CH:10][C:3]([O:2][CH3:1])=[C:4]([CH:7]=1)[CH:5]=[O:6]. The catalyst class is: 5. (6) Reactant: [CH2:1]([N:4]1[C:12]2[CH:11]=[CH:10][C:9]([C:13]([N:15]3[CH2:20][CH2:19][CH2:18][CH:17]([CH3:21])[CH2:16]3)=[O:14])=[CH:8][C:7]=2[C:6]2[CH2:22][N:23](C(OC(C)(C)C)=O)[CH2:24][CH2:25][C:5]1=2)[CH:2]=[CH2:3].[F:33][C:34]([F:39])([F:38])[C:35]([OH:37])=[O:36]. Product: [CH2:1]([N:4]1[C:12]2[CH:11]=[CH:10][C:9]([C:13]([N:15]3[CH2:20][CH2:19][CH2:18][CH:17]([CH3:21])[CH2:16]3)=[O:14])=[CH:8][C:7]=2[C:6]2[CH2:22][NH:23][CH2:24][CH2:25][C:5]1=2)[CH:2]=[CH2:3].[F:33][C:34]([F:39])([F:38])[C:35]([OH:37])=[O:36]. The catalyst class is: 4. (7) Reactant: C([N:8]1[CH2:13][CH:12]=[C:11]([C:14]2[C:15]([OH:24])=[N:16][C:17]3[C:22]([CH:23]=2)=[CH:21][CH:20]=[CH:19][CH:18]=3)[CH2:10][CH2:9]1)C1C=CC=CC=1. Product: [NH:8]1[CH2:9][CH2:10][CH:11]([C:14]2[C:15](=[O:24])[NH:16][C:17]3[C:22]([CH:23]=2)=[CH:21][CH:20]=[CH:19][CH:18]=3)[CH2:12][CH2:13]1. The catalyst class is: 19. (8) Reactant: [CH:1]1[N:5]=[CH:4][N:3]([CH2:6][C:7]([P:13]([OH:16])([OH:15])=[O:14])([P:9]([OH:12])([OH:11])=[O:10])[OH:8])[CH:2]=1.[OH-:17].[Na+:18].[Na].CC([OH:23])C. Product: [CH:1]1[N:5]=[CH:4][N:3]([CH2:6][C:7]([P:9]([O-:12])([OH:11])=[O:10])([P:13]([O-:15])([OH:16])=[O:14])[OH:8])[CH:2]=1.[OH2:23].[OH2:17].[OH2:8].[OH2:8].[Na+:18].[Na+:18]. The catalyst class is: 6. (9) Reactant: [CH2:1]([N:3]1[CH2:20][C@H:19]([CH3:21])[N:18]2[C:5](=[C:6]([O:22][CH3:23])[C:7]3[C:12](=[O:13])[NH:11][N:10]=[C:9]([C:14]([NH:16]N)=[O:15])[C:8]=32)[C:4]1=[O:24])[CH3:2].[CH3:25]N.II.S([O-])([O-])=O.[Na+].[Na+]. Product: [CH2:1]([N:3]1[CH2:20][C@H:19]([CH3:21])[N:18]2[C:5](=[C:6]([O:22][CH3:23])[C:7]3[C:12](=[O:13])[NH:11][N:10]=[C:9]([C:14]([NH:16][CH3:25])=[O:15])[C:8]=32)[C:4]1=[O:24])[CH3:2]. The catalyst class is: 4.